Dataset: Forward reaction prediction with 1.9M reactions from USPTO patents (1976-2016). Task: Predict the product of the given reaction. Given the reactants CC1C(C)=CC=C[C:3]=1[C:9]1[CH:14]=[C:13]([C@@H:15]([N:17]2[CH2:22][C@@H:21]3[CH2:23][C@H:18]2[CH2:19][N:20]3[C:24]([C:26]2[CH:31]=[CH:30][C:29]([C:32]([F:35])([F:34])[F:33])=[CH:28][N:27]=2)=[O:25])[CH3:16])[CH:12]=[CH:11][C:10]=1[OH:36].[C:37]([O-])([O-])=O.[Cs+].[Cs+].Cl[CH2:44][CH2:45][CH2:46]I.[Na+].[I-].[CH3:50][N:51](C=O)[CH3:52], predict the reaction product. The product is: [CH3:3][C:9]1[C:14]([CH3:37])=[C:13]([C@@H:15]([N:17]2[CH2:22][C@@H:21]3[CH2:23][C@H:18]2[CH2:19][N:20]3[C:24]([C:26]2[CH:31]=[CH:30][C:29]([C:32]([F:35])([F:34])[F:33])=[CH:28][N:27]=2)=[O:25])[CH3:16])[CH:12]=[CH:11][C:10]=1[O:36][CH2:44][CH2:45][CH2:46][N:51]([CH3:52])[CH3:50].